Predict the product of the given reaction. From a dataset of Forward reaction prediction with 1.9M reactions from USPTO patents (1976-2016). (1) Given the reactants [N+:1]([C:4]1[CH:5]=[C:6]2[C:10](=[CH:11][CH:12]=1)[NH:9][C:8](=[O:13])[C:7]12[O:18][CH2:17][CH2:16][CH2:15][O:14]1)([O-:3])=[O:2].Cl[CH2:20][C:21]([CH3:25])([CH3:24])[C:22]#[N:23], predict the reaction product. The product is: [N+:1]([C:4]1[CH:5]=[C:6]2[C:10](=[CH:11][CH:12]=1)[N:9]([CH2:20][C:21]([CH3:25])([CH3:24])[C:22]#[N:23])[C:8](=[O:13])[C:7]12[O:18][CH2:17][CH2:16][CH2:15][O:14]1)([O-:3])=[O:2]. (2) The product is: [C:1]([O:5][C:6]([N:8]1[CH2:12][CH2:11][CH2:10][C@H:9]1[C:13]1[N:17]([CH2:24][C:25]2[CH:30]=[CH:29][CH:28]=[CH:27][CH:26]=2)[N:16]=[N:15][N:14]=1)=[O:7])([CH3:4])([CH3:2])[CH3:3]. Given the reactants [C:1]([O:5][C:6]([N:8]1[CH2:12][CH2:11][CH2:10][C@H:9]1[C:13]1[NH:17][N:16]=[N:15][N:14]=1)=[O:7])([CH3:4])([CH3:3])[CH3:2].C([O-])([O-])=O.[K+].[K+].[CH2:24](Br)[C:25]1[CH:30]=[CH:29][CH:28]=[CH:27][CH:26]=1, predict the reaction product. (3) Given the reactants [Br:1][C:2]1[C:7]([F:8])=[CH:6][C:5]([NH:9]C(=O)C)=[CH:4][C:3]=1[Cl:13].Cl, predict the reaction product. The product is: [Br:1][C:2]1[C:7]([F:8])=[CH:6][C:5]([NH2:9])=[CH:4][C:3]=1[Cl:13]. (4) Given the reactants F[C:2]1[CH:3]=[C:4]([CH3:11])[CH:5]=[CH:6][C:7]=1[N+:8]([O-:10])=[O:9].Cl.[CH2:13]([O:15][C:16](=[O:28])[CH2:17][C@@H:18]([NH2:27])[CH2:19][CH2:20][C:21]1[CH:26]=[CH:25][CH:24]=[CH:23][CH:22]=1)[CH3:14].CCN(C(C)C)C(C)C, predict the reaction product. The product is: [CH2:13]([O:15][C:16](=[O:28])[CH2:17][C@@H:18]([NH:27][C:2]1[CH:3]=[C:4]([CH3:11])[CH:5]=[CH:6][C:7]=1[N+:8]([O-:10])=[O:9])[CH2:19][CH2:20][C:21]1[CH:22]=[CH:23][CH:24]=[CH:25][CH:26]=1)[CH3:14]. (5) Given the reactants [Cl:1][C:2]1[CH:24]=[CH:23][CH:22]=[CH:21][C:3]=1[O:4][C:5]1[C:18](=[O:19])[N:17]([CH3:20])[C:8]2[N:9]=[C:10](S(C)(=O)=O)[N:11]=[CH:12][C:7]=2[CH:6]=1.[NH2:25][CH2:26][CH2:27][CH2:28][N:29]1[CH2:34][CH2:33][N:32]([CH3:35])[CH2:31][CH2:30]1.CCOCC, predict the reaction product. The product is: [Cl:1][C:2]1[CH:24]=[CH:23][CH:22]=[CH:21][C:3]=1[O:4][C:5]1[C:18](=[O:19])[N:17]([CH3:20])[C:8]2[N:9]=[C:10]([NH:25][CH2:26][CH2:27][CH2:28][N:29]3[CH2:30][CH2:31][N:32]([CH3:35])[CH2:33][CH2:34]3)[N:11]=[CH:12][C:7]=2[CH:6]=1. (6) Given the reactants C(N(S(F)(F)[F:7])CC)C.[C:10]([O:14][C:15]([N:17]1[CH2:21][CH2:20][C@@H:19](O)[CH2:18]1)=[O:16])([CH3:13])([CH3:12])[CH3:11], predict the reaction product. The product is: [C:10]([O:14][C:15]([N:17]1[CH2:21][CH2:20][C@H:19]([F:7])[CH2:18]1)=[O:16])([CH3:13])([CH3:12])[CH3:11]. (7) Given the reactants C[O:2][C:3](=[O:41])[CH2:4][CH2:5][CH2:6][CH2:7][C:8]#[C:9][C:10]1[CH:15]=[CH:14][C:13]([C:16]([CH2:38][CH3:39])([C:19]2[CH:24]=[CH:23][C:22]([C:25]#[C:26][C:27]([OH:36])([C:32]([F:35])([F:34])[F:33])[C:28]([F:31])([F:30])[F:29])=[C:21]([CH3:37])[CH:20]=2)[CH2:17][CH3:18])=[CH:12][C:11]=1[CH3:40], predict the reaction product. The product is: [CH2:17]([C:16]([C:13]1[CH:14]=[CH:15][C:10]([C:9]#[C:8][CH2:7][CH2:6][CH2:5][CH2:4][C:3]([OH:41])=[O:2])=[C:11]([CH3:40])[CH:12]=1)([C:19]1[CH:24]=[CH:23][C:22]([C:25]#[C:26][C:27]([OH:36])([C:32]([F:33])([F:34])[F:35])[C:28]([F:31])([F:29])[F:30])=[C:21]([CH3:37])[CH:20]=1)[CH2:38][CH3:39])[CH3:18]. (8) Given the reactants [Br:1][C:2]1[N:7]=[C:6]([CH2:8][CH2:9][O:10][CH2:11][N:12]2[C:16]3[CH:17]=[CH:18][CH:19]=[CH:20][C:15]=3[N:14]=[C:13]2[NH:21][CH:22]2[CH2:27][CH2:26][N:25](C(OC(C)(C)C)=O)[CH2:24][CH2:23]2)[CH:5]=[CH:4][CH:3]=1, predict the reaction product. The product is: [Br:1][C:2]1[N:7]=[C:6]([CH2:8][CH2:9][O:10][CH2:11][N:12]2[C:16]3[CH:17]=[CH:18][CH:19]=[CH:20][C:15]=3[N:14]=[C:13]2[NH:21][CH:22]2[CH2:27][CH2:26][NH:25][CH2:24][CH2:23]2)[CH:5]=[CH:4][CH:3]=1.